The task is: Predict the reactants needed to synthesize the given product.. This data is from Full USPTO retrosynthesis dataset with 1.9M reactions from patents (1976-2016). (1) The reactants are: C1(C)C=CC(S(O[C:11]([CH2:16][F:17])([C:14]#[CH:15])[CH2:12][F:13])(=O)=O)=CC=1.[OH:19][C:20]1[CH:25]=[CH:24][C:23]([C:26]([F:29])([F:28])[F:27])=[CH:22][CH:21]=1.C(N(C(C)C)CC)(C)C. Given the product [F:29][C:26]([F:27])([F:28])[C:23]1[CH:24]=[CH:25][C:20]([O:19][C:11]([CH2:16][F:17])([C:14]#[CH:15])[CH2:12][F:13])=[CH:21][CH:22]=1, predict the reactants needed to synthesize it. (2) Given the product [Br:42][C:11]1[C:10]2[NH:9][C:8](=[O:13])[C:7]3[S:14][CH:15]=[CH:16][C:6]=3[C:5]=2[C:4]([C:17]2[CH:22]=[CH:21][C:20]([C:23]([CH3:34])([CH3:33])[CH2:24][NH:25][C:26](=[O:32])[O:27][C:28]([CH3:29])([CH3:31])[CH3:30])=[CH:19][CH:18]=2)=[C:3]([O:2][CH3:1])[CH:12]=1, predict the reactants needed to synthesize it. The reactants are: [CH3:1][O:2][C:3]1[CH:12]=[CH:11][C:10]2[NH:9][C:8](=[O:13])[C:7]3[S:14][CH:15]=[CH:16][C:6]=3[C:5]=2[C:4]=1[C:17]1[CH:22]=[CH:21][C:20]([C:23]([CH3:34])([CH3:33])[CH2:24][NH:25][C:26](=[O:32])[O:27][C:28]([CH3:31])([CH3:30])[CH3:29])=[CH:19][CH:18]=1.C1C(=O)N([Br:42])C(=O)C1. (3) Given the product [C:1]1([CH2:17][CH2:18][CH2:19][C:20]([Cl:25])=[O:22])[C:14]2[C:15]3=[C:16]4[C:11](=[CH:12][CH:13]=2)[CH:10]=[CH:9][CH:8]=[C:7]4[CH:6]=[CH:5][C:4]3=[CH:3][CH:2]=1, predict the reactants needed to synthesize it. The reactants are: [C:1]1([CH2:17][CH2:18][CH2:19][C:20]([OH:22])=O)[C:14]2[C:15]3=[C:16]4[C:11](=[CH:12][CH:13]=2)[CH:10]=[CH:9][CH:8]=[C:7]4[CH:6]=[CH:5][C:4]3=[CH:3][CH:2]=1.O=S(Cl)[Cl:25]. (4) Given the product [CH3:8][O:9][C:10]1[N:19]=[C:18]2[C:13]([CH:14]=[C:15]([C:21]([NH:48][C:49]3[CH:50]=[C:51]([CH:56]=[CH:57][C:58]=3[CH3:59])[C:52]([O:54][CH3:55])=[O:53])=[O:23])[C:16](=[O:20])[NH:17]2)=[CH:12][CH:11]=1, predict the reactants needed to synthesize it. The reactants are: C(N(CC)CC)C.[CH3:8][O:9][C:10]1[N:19]=[C:18]2[C:13]([CH:14]=[C:15]([C:21]([OH:23])=O)[C:16](=[O:20])[NH:17]2)=[CH:12][CH:11]=1.CN(C(ON1N=NC2C=CC=NC1=2)=[N+](C)C)C.F[P-](F)(F)(F)(F)F.[NH2:48][C:49]1[CH:50]=[C:51]([CH:56]=[CH:57][C:58]=1[CH3:59])[C:52]([O:54][CH3:55])=[O:53]. (5) Given the product [CH3:1][N:2]([CH3:12])[S:3]([C:6]1[CH:7]=[CH:8][CH:9]=[CH:10][C:11]=1[B:24]([OH:29])[OH:25])(=[O:4])=[O:5], predict the reactants needed to synthesize it. The reactants are: [CH3:1][N:2]([CH3:12])[S:3]([C:6]1[CH:11]=[CH:10][CH:9]=[CH:8][CH:7]=1)(=[O:5])=[O:4].[Li]CCCC.CCCCCC.[B:24](OC(C)C)([O:29]C(C)C)[O:25]C(C)C.Cl.